This data is from Full USPTO retrosynthesis dataset with 1.9M reactions from patents (1976-2016). The task is: Predict the reactants needed to synthesize the given product. Given the product [Cl:18][CH2:19][C:20]([NH:2][C:3]1[CH:8]=[CH:7][CH:6]=[C:5]([O:9][CH3:10])[C:4]=1[OH:11])=[O:21], predict the reactants needed to synthesize it. The reactants are: Cl.[NH2:2][C:3]1[CH:8]=[CH:7][CH:6]=[C:5]([O:9][CH3:10])[C:4]=1[OH:11].O.C(=O)([O-])O.[Na+].[Cl:18][CH2:19][C:20](Cl)=[O:21].